From a dataset of Forward reaction prediction with 1.9M reactions from USPTO patents (1976-2016). Predict the product of the given reaction. (1) The product is: [CH3:44][C:43]1[N:45]=[C:38]([C:35]2[N:36]=[CH:37][C:32]([O:31][C:29]3[CH:28]=[CH:27][C:24]4[CH2:25][CH2:26][N:20]([C:18]([O:17][C:14]([CH3:15])([CH3:13])[CH3:16])=[O:19])[CH2:21][CH2:22][C:23]=4[CH:30]=3)=[N:33][CH:34]=2)[O:40][N:42]=1. Given the reactants O=C(N1C=CN=C1)N1C=CN=C1.[CH3:13][C:14]([O:17][C:18]([N:20]1[CH2:26][CH2:25][C:24]2[CH:27]=[CH:28][C:29]([O:31][C:32]3[N:33]=[CH:34][C:35]([C:38]([OH:40])=O)=[N:36][CH:37]=3)=[CH:30][C:23]=2[CH2:22][CH2:21]1)=[O:19])([CH3:16])[CH3:15].O[NH:42]/[C:43](=[N:45]/[H])/[CH3:44], predict the reaction product. (2) Given the reactants CS(O[CH2:6][CH2:7][O:8][C:9]1[C:17]2[C:12](=[N:13][CH:14]=[N:15][C:16]=2[NH:18][C:19]2[CH:24]=[CH:23][C:22]([O:25][CH2:26][C:27]3[CH:32]=[CH:31][CH:30]=[CH:29][CH:28]=3)=[C:21]([CH3:33])[CH:20]=2)[NH:11][N:10]=1)(=O)=O.[CH3:34][N:35]1[CH2:40][CH2:39][NH:38][CH2:37][CH2:36]1, predict the reaction product. The product is: [CH2:26]([O:25][C:22]1[CH:23]=[CH:24][C:19]([NH:18][C:16]2[N:15]=[CH:14][N:13]=[C:12]3[NH:11][N:10]=[C:9]([O:8][CH2:7][CH2:6][N:38]4[CH2:39][CH2:40][N:35]([CH3:34])[CH2:36][CH2:37]4)[C:17]=23)=[CH:20][C:21]=1[CH3:33])[C:27]1[CH:32]=[CH:31][CH:30]=[CH:29][CH:28]=1. (3) Given the reactants [CH:1]1([N:6]2[CH2:12][C:11]([F:14])([F:13])[C:10](=[O:15])[N:9]([CH3:16])[C:8]3[CH:17]=[N:18][C:19]([NH:21][C:22]4[CH:30]=[CH:29][C:25]([C:26]([OH:28])=O)=[CH:24][C:23]=4[O:31][CH3:32])=[N:20][C:7]2=3)[CH2:5][CH2:4][CH2:3][CH2:2]1.[CH3:33][N:34]1[CH2:39][CH2:38][N:37]([C:40]2[CH:41]=[C:42]([CH:44]=[CH:45][CH:46]=2)[NH2:43])[CH2:36][CH2:35]1, predict the reaction product. The product is: [CH:1]1([N:6]2[CH2:12][C:11]([F:13])([F:14])[C:10](=[O:15])[N:9]([CH3:16])[C:8]3[CH:17]=[N:18][C:19]([NH:21][C:22]4[CH:30]=[CH:29][C:25]([C:26]([NH:43][C:42]5[CH:44]=[CH:45][CH:46]=[C:40]([N:37]6[CH2:36][CH2:35][N:34]([CH3:33])[CH2:39][CH2:38]6)[CH:41]=5)=[O:28])=[CH:24][C:23]=4[O:31][CH3:32])=[N:20][C:7]2=3)[CH2:2][CH2:3][CH2:4][CH2:5]1. (4) Given the reactants [Cl:1][C:2]1[CH:3]=[CH:4][C:5]([NH:8][C:9]([CH:11]2[CH2:13][C:12]2([CH3:17])[C:14]([OH:16])=[O:15])=[O:10])=[N:6][CH:7]=1.[CH3:18]O, predict the reaction product. The product is: [CH3:18][O:15][C:14]([C:12]1([CH3:17])[CH2:13][CH:11]1[C:9](=[O:10])[NH:8][C:5]1[CH:4]=[CH:3][C:2]([Cl:1])=[CH:7][N:6]=1)=[O:16]. (5) The product is: [Si:1]([O:8][C@@H:9]1[C@@:29]2([CH3:30])[C:13](=[CH:14][CH:15]=[C:16]3[C@@H:28]2[CH2:27][CH2:26][C@@:25]2([CH3:31])[C@H:17]3[CH2:18][CH:19]=[C:20]2[C:21]([O:24][CH2:69][C:70]([OH:68])([CH3:72])[CH3:71])([CH3:23])[CH3:22])[CH2:12][C@@H:11]([O:32][Si:33]([C:36]([CH3:39])([CH3:38])[CH3:37])([CH3:34])[CH3:35])[CH2:10]1)([C:4]([CH3:7])([CH3:6])[CH3:5])([CH3:3])[CH3:2].[Si:1]([O:8][C@@H:9]1[C@@:29]2([CH3:30])[C:13](=[CH:14][CH:15]=[C:16]3[C@@H:28]2[CH2:27][CH2:26][C@@:25]2([CH3:31])[C@H:17]3[CH2:18][CH:19]=[C:20]2[C:21]([OH:24])([CH3:23])[CH3:22])[CH2:12][C@@H:11]([O:32][Si:33]([C:36]([CH3:39])([CH3:38])[CH3:37])([CH3:34])[CH3:35])[CH2:10]1)([C:4]([CH3:7])([CH3:6])[CH3:5])([CH3:3])[CH3:2]. Given the reactants [Si:1]([O:8][C@@H:9]1[C@@:29]2([CH3:30])[C:13](=[CH:14][CH:15]=[C:16]3[C@@H:28]2[CH2:27][CH2:26][C@@:25]2([CH3:31])[C@H:17]3[CH2:18][CH:19]=[C:20]2[C:21]([OH:24])([CH3:23])[CH3:22])[CH2:12][C@@H:11]([O:32][Si:33]([C:36]([CH3:39])([CH3:38])[CH3:37])([CH3:35])[CH3:34])[CH2:10]1)([C:4]([CH3:7])([CH3:6])[CH3:5])([CH3:3])[CH3:2].[H-].[K+].C1OCCOC2C(=CC=CC=2)OCCOCCOC2C(=CC=CC=2)OC1.[O:68]1[C:70]([CH3:72])([CH3:71])[CH2:69]1, predict the reaction product. (6) Given the reactants [CH3:1][C:2]1[N:6]([C:7]2[CH:12]=[CH:11][CH:10]=[CH:9][CH:8]=2)[N:5]=[CH:4][C:3]=1[CH:13]=[N:14]O.[H-].[Al+3].[Li+].[H-].[H-].[H-], predict the reaction product. The product is: [CH3:1][C:2]1[N:6]([C:7]2[CH:12]=[CH:11][CH:10]=[CH:9][CH:8]=2)[N:5]=[CH:4][C:3]=1[CH2:13][NH2:14].